Dataset: Experimentally validated miRNA-target interactions with 360,000+ pairs, plus equal number of negative samples. Task: Binary Classification. Given a miRNA mature sequence and a target amino acid sequence, predict their likelihood of interaction. The miRNA is mmu-miR-133b-3p with sequence UUUGGUCCCCUUCAACCAGCUA. The protein sequence of the target gene is MAAPMNGQVCVVTGASRGIGRGIALQLCKAGATVYITGRHLDTLRVVAQEAQSLGGQCVPVVCDSSQESEVRSLFEQVDREQQGRLDVLVNNAYAGVQTILNTRNKAFWETPASMWDDINNVGLRGHYFCSVYGARLMVPAGQGLIVVISSPGSLQYMFNVPYGVGKAACDKLAADCAHELRRHGVSCVSLWPGIVQTELLKEHMAKEEVLQDPVLKQFKSAFSSAETTELSGKCVVALATDPNILSLSGKVLPSCDLARRYGLRDVDGRPVQDYLSLSSVLSHVSGLGWLASYLPSFLR.... Result: 0 (no interaction).